The task is: Predict the reactants needed to synthesize the given product.. This data is from Full USPTO retrosynthesis dataset with 1.9M reactions from patents (1976-2016). (1) Given the product [CH2:1]([O:3][C:4]([CH2:6][N:7]1[C:14]([CH3:15])=[CH:13][N:12]=[C:10]([OH:11])[C:8]1=[O:9])=[O:5])[CH3:2], predict the reactants needed to synthesize it. The reactants are: [CH2:1]([O:3][C:4]([CH2:6][NH:7][C:8]([C:10]([NH:12][CH2:13][C:14](=O)[CH3:15])=[O:11])=[O:9])=[O:5])[CH3:2].FC(F)(F)C(O)=O.FC(F)(F)C(OC(=O)C(F)(F)F)=O. (2) Given the product [Cl:16][C:10]1[C:9]([CH3:17])=[C:8]([N+:18]([O-:20])=[O:19])[C:7]([C:28]2[CH:27]=[CH:26][CH:25]=[C:24]([F:23])[CH:29]=2)=[C:12]([C:13](=[O:15])[CH3:14])[CH:11]=1, predict the reactants needed to synthesize it. The reactants are: FC(F)(F)S(O[C:7]1[C:12]([C:13](=[O:15])[CH3:14])=[CH:11][C:10]([Cl:16])=[C:9]([CH3:17])[C:8]=1[N+:18]([O-:20])=[O:19])(=O)=O.[F:23][C:24]1[CH:25]=[C:26](B(O)O)[CH:27]=[CH:28][CH:29]=1.N#N. (3) The reactants are: C(O)(=O)CC1C(=CC=C(C=1)O)O.[CH3:13][C:14]1[C:19]([OH:20])=[CH:18][C:17]2[CH2:21][CH2:22][C@:23]([CH2:26][CH2:27][CH2:28][C@@H:29]([CH2:31][CH2:32][CH2:33][C@@H:34]([CH2:36][CH2:37][CH2:38][CH:39]([CH3:41])[CH3:40])[CH3:35])[CH3:30])([CH3:25])[O:24][C:16]=2[C:15]=1[CH3:42].C[C@H](CCCC(C)C)CCC[C@H](CCC[C@@]1(C)OC2C=CC(O)=CC=2CC1)C.[OH:71][P:72]([OH:75])([OH:74])=[O:73]. Given the product [O:73]([CH2:21]/[CH:22]=[C:23](/[CH2:26][CH2:27][CH2:28][C@@H:29]([CH2:31][CH2:32][CH2:33][C@@H:34]([CH2:36][CH2:37][CH2:38][CH:39]([CH3:41])[CH3:40])[CH3:35])[CH3:30])\[CH3:25])[P:72]([O:75][P:72]([O-:74])([O-:73])=[O:71])(=[O:74])[O-:71].[CH3:42][C:15]1[CH:14]=[C:19]([OH:20])[CH:18]=[C:17]([CH2:21]/[CH:22]=[C:23](/[CH2:26][CH2:27][CH2:28][C@@H:29]([CH2:31][CH2:32][CH2:33][C@@H:34]([CH2:36][CH2:37][CH2:38][CH:39]([CH3:41])[CH3:40])[CH3:35])[CH3:30])\[CH3:25])[C:16]=1[OH:24].[CH3:13][C:14]1[C:15]([CH3:42])=[C:16]([OH:24])[C:17]([CH2:21]/[CH:22]=[C:23](/[CH2:26][CH2:27][CH2:28][C@@H:29]([CH2:31][CH2:32][CH2:33][C@@H:34]([CH2:36][CH2:37][CH2:38][CH:39]([CH3:41])[CH3:40])[CH3:35])[CH3:30])\[CH3:25])=[CH:18][C:19]=1[OH:20], predict the reactants needed to synthesize it. (4) Given the product [C:13]([O:17][C:18]([N:20]1[C@H:27]([CH2:28][NH:29][C:10]([C:9]2[CH:8]=[CH:7][CH:6]=[C:5]3[O:1][CH2:2][CH2:3][C:4]=23)=[O:12])[CH2:26][C@H:25]2[C@@H:21]1[CH2:22][CH2:23][CH2:24]2)=[O:19])([CH3:16])([CH3:15])[CH3:14], predict the reactants needed to synthesize it. The reactants are: [O:1]1[C:5]2=[CH:6][CH:7]=[CH:8][C:9]([C:10]([OH:12])=O)=[C:4]2[CH2:3][CH2:2]1.[C:13]([O:17][C:18]([N:20]1[C@H:27]([CH2:28][NH2:29])[CH2:26][C@H:25]2[C@@H:21]1[CH2:22][CH2:23][CH2:24]2)=[O:19])([CH3:16])([CH3:15])[CH3:14].